Dataset: Full USPTO retrosynthesis dataset with 1.9M reactions from patents (1976-2016). Task: Predict the reactants needed to synthesize the given product. (1) Given the product [F:23][C:18]1[C:17]([C:3]2[CH:4]=[C:5]([CH2:7][N:8]([CH3:16])[C:9](=[O:15])[O:10][C:11]([CH3:14])([CH3:13])[CH3:12])[S:6][C:2]=2[S:32][C:28]2[CH:29]=[CH:30][CH:31]=[C:26]([O:25][CH3:24])[CH:27]=2)=[CH:22][CH:21]=[CH:20][N:19]=1, predict the reactants needed to synthesize it. The reactants are: Br[C:2]1[S:6][C:5]([CH2:7][N:8]([CH3:16])[C:9](=[O:15])[O:10][C:11]([CH3:14])([CH3:13])[CH3:12])=[CH:4][C:3]=1[C:17]1[C:18]([F:23])=[N:19][CH:20]=[CH:21][CH:22]=1.[CH3:24][O:25][C:26]1[CH:27]=[C:28]([SH:32])[CH:29]=[CH:30][CH:31]=1.C(N(C(C)C)C(C)C)C.O. (2) Given the product [NH:21]1[C:22]2[C:27](=[CH:26][CH:25]=[CH:24][CH:23]=2)[C@@H:19]([CH2:18][CH2:17][N:4]2[CH2:5][CH2:6][N:1]([C:7]3[CH:8]=[C:9]4[C:13](=[CH:14][CH:15]=3)[NH:12][CH:11]=[CH:10]4)[CH2:2][CH2:3]2)[CH2:20]1, predict the reactants needed to synthesize it. The reactants are: [N:1]1([C:7]2[CH:8]=[C:9]3[C:13](=[CH:14][CH:15]=2)[NH:12][CH:11]=[CH:10]3)[CH2:6][CH2:5][NH:4][CH2:3][CH2:2]1.Br[CH2:17][CH2:18][C@@H:19]1[C:27]2[C:22](=[CH:23][CH:24]=[CH:25][CH:26]=2)[N:21](C(=O)C)[CH2:20]1. (3) Given the product [ClH:1].[Cl:1][C:2]1[C:3]([CH2:8][NH2:9])=[N:4][CH:5]=[CH:6][N:7]=1, predict the reactants needed to synthesize it. The reactants are: [Cl:1][C:2]1[C:3]([C:8]#[N:9])=[N:4][CH:5]=[CH:6][N:7]=1.[H][H]. (4) The reactants are: [NH2:1][C:2]1[N:7]=[CH:6][C:5]([C:8]([OH:10])=[O:9])=[CH:4][CH:3]=1.OS(O)(=O)=O.[CH3:16]O. Given the product [NH2:1][C:2]1[N:7]=[CH:6][C:5]([C:8]([O:10][CH3:16])=[O:9])=[CH:4][CH:3]=1, predict the reactants needed to synthesize it. (5) Given the product [Cl:21][C:22]1[CH:27]=[CH:26][C:25]([O:31][CH3:32])=[C:24]([C:2]2[CH:20]=[CH:19][C:5]([C:6]([NH:8][C:9]3[CH:18]=[C:17]4[C:12]([CH:13]=[CH:14][CH:15]=[N:16]4)=[CH:11][CH:10]=3)=[O:7])=[CH:4][CH:3]=2)[CH:23]=1, predict the reactants needed to synthesize it. The reactants are: Br[C:2]1[CH:20]=[CH:19][C:5]([C:6]([NH:8][C:9]2[CH:18]=[C:17]3[C:12]([CH:13]=[CH:14][CH:15]=[N:16]3)=[CH:11][CH:10]=2)=[O:7])=[CH:4][CH:3]=1.[Cl:21][C:22]1[CH:23]=[CH:24][C:25]([O:31][CH3:32])=[C:26](B(O)O)[CH:27]=1. (6) Given the product [CH3:30][O:29][C:25]1[CH:24]=[C:22]([NH:23][C:5](=[O:7])[C:4]2[CH:8]=[CH:9][C:10]([O:11][CH3:12])=[C:2]([NH:1][C:15](=[O:16])[CH2:14][Cl:13])[CH:3]=2)[CH:21]=[C:20]([O:19][CH3:18])[C:26]=1[O:27][CH3:28], predict the reactants needed to synthesize it. The reactants are: [NH2:1][C:2]1[CH:3]=[C:4]([CH:8]=[CH:9][C:10]=1[O:11][CH3:12])[C:5]([OH:7])=O.[Cl:13][CH2:14][C:15](Cl)=[O:16].[CH3:18][O:19][C:20]1[CH:21]=[C:22]([CH:24]=[C:25]([O:29][CH3:30])[C:26]=1[O:27][CH3:28])[NH2:23]. (7) Given the product [Br:20][C:21]1[CH:26]=[CH:25][C:24]([C:15]2[CH:14]=[CH:13][C:12]([O:18][CH3:19])=[C:11]([C:1]34[CH2:8][CH:7]5[CH2:9][CH:3]([CH2:4][CH:5]([CH2:6]5)[CH2:10]3)[CH2:2]4)[CH:16]=2)=[CH:23][CH:22]=1, predict the reactants needed to synthesize it. The reactants are: [C:1]12([C:11]3[CH:16]=[C:15](I)[CH:14]=[CH:13][C:12]=3[O:18][CH3:19])[CH2:10][CH:5]3[CH2:6][CH:7]([CH2:9][CH:3]([CH2:4]3)[CH2:2]1)[CH2:8]2.[Br:20][C:21]1[CH:26]=[CH:25][C:24](B(O)O)=[CH:23][CH:22]=1.C([O-])(O)=O.[Na+]. (8) Given the product [CH2:30]([NH:2][C@@H:3]1[CH2:5][C@H:4]1[C:6]1[CH:7]=[CH:8][C:9]([NH:12][C:13](=[O:29])[C:14]2[CH:19]=[CH:18][CH:17]=[C:16]([NH:20][C:21]([C:23]3[CH:24]=[CH:25][CH:26]=[CH:27][CH:28]=3)=[O:22])[CH:15]=2)=[CH:10][CH:11]=1)[C:31]1[CH:36]=[CH:35][CH:34]=[CH:33][CH:32]=1, predict the reactants needed to synthesize it. The reactants are: Cl.[NH2:2][C@@H:3]1[CH2:5][C@H:4]1[C:6]1[CH:11]=[CH:10][C:9]([NH:12][C:13](=[O:29])[C:14]2[CH:19]=[CH:18][CH:17]=[C:16]([NH:20][C:21]([C:23]3[CH:28]=[CH:27][CH:26]=[CH:25][CH:24]=3)=[O:22])[CH:15]=2)=[CH:8][CH:7]=1.[CH:30](=O)[C:31]1[CH:36]=[CH:35][CH:34]=[CH:33][CH:32]=1.C(=O)([O-])O.[Na+].[BH4-].[Na+].